From a dataset of Catalyst prediction with 721,799 reactions and 888 catalyst types from USPTO. Predict which catalyst facilitates the given reaction. (1) Reactant: [Cl:1][C:2]1[C:7]([CH:8]=[O:9])=[CH:6][N:5]=[C:4]([S:10][CH3:11])[N:3]=1.[CH:12]1C=C[NH+]=C[CH:17]=1.[O-][Cr](Cl)(=O)=O. Product: [Cl:1][C:2]1[C:7]([C:8](=[O:9])[CH2:12][CH3:17])=[CH:6][N:5]=[C:4]([S:10][CH3:11])[N:3]=1. The catalyst class is: 2. (2) Reactant: [N:1]1([C:7]([C:9]2([C:21]#[N:22])[CH2:14][CH2:13][N:12]([S:15]([CH2:18][CH2:19][CH3:20])(=[O:17])=[O:16])[CH2:11][CH2:10]2)=[O:8])[CH2:6][CH2:5][O:4][CH2:3][CH2:2]1. Product: [N:1]1([C:7]([C:9]2([CH2:21][NH2:22])[CH2:14][CH2:13][N:12]([S:15]([CH2:18][CH2:19][CH3:20])(=[O:17])=[O:16])[CH2:11][CH2:10]2)=[O:8])[CH2:6][CH2:5][O:4][CH2:3][CH2:2]1. The catalyst class is: 834. (3) Reactant: [N:1]1([C:7]2[N:12]=[CH:11][C:10]([C:13]3[N:18]4[CH:19]=[C:20]([CH2:22][O:23][C:24]5[CH:33]=[CH:32][C:31]6[C:26](=[CH:27][CH:28]=[CH:29][CH:30]=6)[N:25]=5)[N:21]=[C:17]4[C:16]([N:34]4[CH2:39][CH2:38][O:37][CH2:36][CH2:35]4)=[N:15][CH:14]=3)=[CH:9][CH:8]=2)[CH2:6][CH2:5][NH:4][CH2:3][CH2:2]1.[CH3:40][S:41]([OH:44])(=[O:43])=[O:42]. Product: [CH3:40][S:41]([OH:44])(=[O:43])=[O:42].[N:1]1([C:7]2[N:12]=[CH:11][C:10]([C:13]3[N:18]4[CH:19]=[C:20]([CH2:22][O:23][C:24]5[CH:33]=[CH:32][C:31]6[C:26](=[CH:27][CH:28]=[CH:29][CH:30]=6)[N:25]=5)[N:21]=[C:17]4[C:16]([N:34]4[CH2:35][CH2:36][O:37][CH2:38][CH2:39]4)=[N:15][CH:14]=3)=[CH:9][CH:8]=2)[CH2:6][CH2:5][NH:4][CH2:3][CH2:2]1. The catalyst class is: 2.